Predict the product of the given reaction. From a dataset of Forward reaction prediction with 1.9M reactions from USPTO patents (1976-2016). (1) Given the reactants [CH2:1]([C:4]1[CH:9]=[C:8]([Cl:10])[CH:7]=[C:6]([N+:11]([O-])=O)[C:5]=1[C:14]1[CH:19]=[CH:18][CH:17]=[CH:16][CH:15]=1)[CH:2]=[CH2:3], predict the reaction product. The product is: [CH2:1]([C:4]1[CH:9]=[C:8]([Cl:10])[CH:7]=[C:6]([NH2:11])[C:5]=1[C:14]1[CH:15]=[CH:16][CH:17]=[CH:18][CH:19]=1)[CH:2]=[CH2:3]. (2) Given the reactants [OH:1][C@@H:2]1[CH2:6][N:5]([C:7]([O:9][C:10]([CH3:13])([CH3:12])[CH3:11])=[O:8])[C@H:4]([CH2:14][O:15][CH2:16][CH2:17][O:18][CH3:19])[CH2:3]1.[S:20](Cl)([C:23]1[CH:29]=[CH:28][C:26]([CH3:27])=[CH:25][CH:24]=1)(=[O:22])=[O:21], predict the reaction product. The product is: [CH3:19][O:18][CH2:17][CH2:16][O:15][CH2:14][C@@H:4]1[CH2:3][C@H:2]([O:1][S:20]([C:23]2[CH:29]=[CH:28][C:26]([CH3:27])=[CH:25][CH:24]=2)(=[O:22])=[O:21])[CH2:6][N:5]1[C:7]([O:9][C:10]([CH3:11])([CH3:12])[CH3:13])=[O:8]. (3) Given the reactants [C:1]([N:4]([CH3:21])[N:5]([C:13]1[CH:18]=[CH:17][C:16]([CH2:19]O)=[CH:15][CH:14]=1)[C:6]([O:8][C:9]([CH3:12])([CH3:11])[CH3:10])=[O:7])(=[O:3])[CH3:2].CC(C)(O)[C:24]#[N:25].N(C(N1CCCCC1)=O)=NC(N1CCCCC1)=O.C(P(CCCC)CCCC)CCC, predict the reaction product. The product is: [C:1]([N:4]([CH3:21])[N:5]([C:13]1[CH:18]=[CH:17][C:16]([CH2:19][C:24]#[N:25])=[CH:15][CH:14]=1)[C:6]([O:8][C:9]([CH3:12])([CH3:11])[CH3:10])=[O:7])(=[O:3])[CH3:2].